From a dataset of Forward reaction prediction with 1.9M reactions from USPTO patents (1976-2016). Predict the product of the given reaction. Given the reactants [F:1][C:2]([F:24])([F:23])[C:3]1[CH:4]=[C:5]([N:13]2[C:17]([OH:18])=[CH:16][C:15]([C:19]([O:21][CH3:22])=[O:20])=[N:14]2)[CH:6]=[C:7]([C:9]([F:12])([F:11])[F:10])[CH:8]=1.[H-].[Na+].[N+:27]([C:30]1[CH:35]=[C:34]([S:36]([C:39]([F:42])([F:41])[F:40])(=[O:38])=[O:37])[CH:33]=[CH:32][C:31]=1Cl)([O-:29])=[O:28], predict the reaction product. The product is: [CH3:22][O:21][C:19]([C:15]1[CH:16]=[C:17]([O:18][C:31]2[CH:32]=[CH:33][C:34]([S:36]([C:39]([F:41])([F:42])[F:40])(=[O:38])=[O:37])=[CH:35][C:30]=2[N+:27]([O-:29])=[O:28])[N:13]([C:5]2[CH:6]=[C:7]([C:9]([F:10])([F:11])[F:12])[CH:8]=[C:3]([C:2]([F:1])([F:23])[F:24])[CH:4]=2)[N:14]=1)=[O:20].